This data is from Forward reaction prediction with 1.9M reactions from USPTO patents (1976-2016). The task is: Predict the product of the given reaction. (1) Given the reactants CCN(CC)CC.[F:8][C:9]1[CH:17]=[CH:16][CH:15]=[C:14]2[C:10]=1[C:11]([C:18](=[O:22])[C:19](Cl)=[O:20])=[CH:12][NH:13]2.OC(C(F)(F)F)=O.[C:30]1([C:36]([N:38]2[CH2:43][CH2:42][NH:41][CH2:40][CH2:39]2)=[NH:37])[CH:35]=[CH:34][CH:33]=[CH:32][CH:31]=1, predict the reaction product. The product is: [F:8][C:9]1[CH:17]=[CH:16][CH:15]=[C:14]2[C:10]=1[C:11]([C:18](=[O:22])[C:19]([N:41]1[CH2:42][CH2:43][N:38]([C:36](=[NH:37])[C:30]3[CH:35]=[CH:34][CH:33]=[CH:32][CH:31]=3)[CH2:39][CH2:40]1)=[O:20])=[CH:12][NH:13]2. (2) Given the reactants C(O)=O.[NH2:4][CH2:5][CH2:6][O:7][C:8]1[CH:31]=[CH:30][C:11]([NH:12][CH:13]2[CH2:18][CH2:17][N:16]([C:19]([NH:21][CH2:22][CH2:23][CH2:24][CH2:25][CH2:26][CH2:27][CH2:28][CH3:29])=[O:20])[CH2:15][CH2:14]2)=[CH:10][CH:9]=1.[O:32]1[CH2:34][C@H:33]1[CH2:35][O:36][C:37]1[C:45]2[NH:44][C:43](=[O:46])[NH:42][C:41]=2[CH:40]=[CH:39][CH:38]=1, predict the reaction product. The product is: [CH2:22]([NH:21][C:19]([N:16]1[CH2:15][CH2:14][CH:13]([NH:12][C:11]2[CH:10]=[CH:9][C:8]([O:7][CH2:6][CH2:5][NH:4][CH2:34][C@H:33]([OH:32])[CH2:35][O:36][C:37]3[C:45]4[NH:44][C:43](=[O:46])[NH:42][C:41]=4[CH:40]=[CH:39][CH:38]=3)=[CH:31][CH:30]=2)[CH2:18][CH2:17]1)=[O:20])[CH2:23][CH2:24][CH2:25][CH2:26][CH2:27][CH2:28][CH3:29].